Dataset: Full USPTO retrosynthesis dataset with 1.9M reactions from patents (1976-2016). Task: Predict the reactants needed to synthesize the given product. (1) Given the product [O:11]=[C:6]1[CH2:5][C:4]2[C:8](=[CH:9][CH:10]=[C:2]([NH:1][C:12](=[O:13])[O:14][C:15]([CH3:18])([CH3:17])[CH3:16])[CH:3]=2)[NH:7]1, predict the reactants needed to synthesize it. The reactants are: [NH2:1][C:2]1[CH:3]=[C:4]2[C:8](=[CH:9][CH:10]=1)[NH:7][C:6](=[O:11])[CH2:5]2.[C:12](O[C:12]([O:14][C:15]([CH3:18])([CH3:17])[CH3:16])=[O:13])([O:14][C:15]([CH3:18])([CH3:17])[CH3:16])=[O:13].CCN(CC)CC. (2) Given the product [F:10][C:11]1[CH:12]=[CH:13][C:14]2[N:15]([C:17]([C:2]3[N:7]=[C:6]([O:8][CH3:9])[CH:5]=[CH:4][N:3]=3)=[CH:18][N:19]=2)[CH:16]=1, predict the reactants needed to synthesize it. The reactants are: Cl[C:2]1[N:7]=[C:6]([O:8][CH3:9])[CH:5]=[CH:4][N:3]=1.[F:10][C:11]1[CH:12]=[CH:13][C:14]2[N:15]([CH:17]=[CH:18][N:19]=2)[CH:16]=1.COC1C=CN=C(C2N3C=C(C#N)C=CC3=NC=2)N=1. (3) Given the product [Br:1][C:2]1[CH:3]=[C:4]([O:10][CH3:11])[C:5]([NH:8][NH:9][C:13](=[O:14])[CH3:12])=[N:6][CH:7]=1, predict the reactants needed to synthesize it. The reactants are: [Br:1][C:2]1[CH:3]=[C:4]([O:10][CH3:11])[C:5]([NH:8][NH2:9])=[N:6][CH:7]=1.[CH3:12][C:13](OC(C)=O)=[O:14]. (4) Given the product [CH2:1]([C:3]1[CH:18]=[C:17]([C:19]2[N:23]=[C:46]([C:44]3[CH:43]=[C:42]([CH3:49])[N:41]=[C:40]([NH:39][CH2:35][CH:36]([CH3:37])[CH3:38])[N:45]=3)[O:48][N:20]=2)[CH:16]=[C:15]([CH3:34])[C:4]=1[O:5][CH2:6][C@@H:7]([OH:14])[CH2:8][NH:9][C:10](=[O:13])[CH2:11][OH:12])[CH3:2], predict the reactants needed to synthesize it. The reactants are: [CH2:1]([C:3]1[CH:18]=[C:17]([C:19]2[N:23]=C(C3C=C(C)N=C(NCC)N=3)O[N:20]=2)[CH:16]=[C:15]([CH3:34])[C:4]=1[O:5][CH2:6][C@@H:7]([OH:14])[CH2:8][NH:9][C:10](=[O:13])[CH2:11][OH:12])[CH3:2].[CH2:35]([NH:39][C:40]1[N:45]=[C:44]([C:46]([OH:48])=O)[CH:43]=[C:42]([CH3:49])[N:41]=1)[CH:36]([CH3:38])[CH3:37].